From a dataset of Full USPTO retrosynthesis dataset with 1.9M reactions from patents (1976-2016). Predict the reactants needed to synthesize the given product. (1) Given the product [Br:7][C:8]1[CH:9]=[CH:10][C:11]([CH2:12][O:13][C:14]2[CH:19]=[CH:18][C:17]([O:20][C:21]([F:22])([F:23])[F:24])=[CH:16][C:15]=2[CH2:25][C:5]#[N:6])=[CH:27][CH:28]=1, predict the reactants needed to synthesize it. The reactants are: C[Si]([C:5]#[N:6])(C)C.[Br:7][C:8]1[CH:28]=[CH:27][C:11]([CH2:12][O:13][C:14]2[CH:19]=[CH:18][C:17]([O:20][C:21]([F:24])([F:23])[F:22])=[CH:16][C:15]=2[CH2:25]Br)=[CH:10][CH:9]=1. (2) Given the product [CH3:28][C:27]1[C:15]([C:14]2[CH:17]=[CH:18][CH:19]=[C:12]([C:11]([F:21])([F:20])[F:10])[CH:13]=2)=[N:6][C:5]2[C:7]([C:23]=1[C:24]([OH:26])=[O:25])=[CH:8][CH:9]=[C:3]([S:2][CH3:1])[CH:4]=2, predict the reactants needed to synthesize it. The reactants are: [CH3:1][S:2][C:3]1[CH:4]=[C:5]([CH:7]=[CH:8][CH:9]=1)[NH2:6].[F:10][C:11]([F:21])([F:20])[C:12]1[CH:13]=[C:14]([CH:17]=[CH:18][CH:19]=1)[CH:15]=O.O=[C:23]([CH2:27][CH3:28])[C:24]([OH:26])=[O:25]. (3) Given the product [Cl:13][C:10]1[CH:11]=[CH:12][C:2]([NH:1][C:19](=[O:24])[C:20]([CH3:23])([CH3:22])[CH3:21])=[C:3]([O:4][CH2:5][CH2:6][CH2:7][OH:8])[CH:9]=1, predict the reactants needed to synthesize it. The reactants are: [NH2:1][C:2]1[CH:12]=[CH:11][C:10]([Cl:13])=[CH:9][C:3]=1[O:4][CH2:5][CH2:6][CH2:7][OH:8].C(=O)([O-])O.[Na+].[C:19](Cl)(=[O:24])[C:20]([CH3:23])([CH3:22])[CH3:21]. (4) Given the product [NH2:1][C:2]1[N:11]=[C:10]([NH2:12])[C:9]2[C:4](=[N:5][CH:6]=[C:7]([CH2:13][NH:14][C:15]3[CH:16]=[CH:17][C:18]([CH2:21][C:22]([OH:24])=[O:23])=[CH:19][CH:20]=3)[N:8]=2)[N:3]=1, predict the reactants needed to synthesize it. The reactants are: [NH2:1][C:2]1[N:11]=[C:10]([NH2:12])[C:9]2[C:4](=[N:5][CH:6]=[C:7]([CH2:13][NH:14][C:15]3[CH:20]=[CH:19][C:18]([CH2:21][C:22]([O:24]C(C)(C)C)=[O:23])=[CH:17][CH:16]=3)[N:8]=2)[N:3]=1.FC(F)(F)C(O)=O. (5) The reactants are: [CH:1]([C:3]1[CH:4]=[C:5]([CH:23]=[CH:24][CH:25]=1)[O:6][CH2:7][C:8]([N:10]1[CH2:15][CH2:14][N:13](C(OC(C)(C)C)=O)[CH2:12][CH2:11]1)=[O:9])=[O:2].C(O)(C(F)(F)F)=O. Given the product [O:9]=[C:8]([N:10]1[CH2:15][CH2:14][NH:13][CH2:12][CH2:11]1)[CH2:7][O:6][C:5]1[CH:4]=[C:3]([CH:25]=[CH:24][CH:23]=1)[CH:1]=[O:2], predict the reactants needed to synthesize it. (6) Given the product [OH:12][CH2:11][CH:2]1[CH2:3][CH2:4][C:5]2[C:10](=[CH:9][CH:8]=[CH:7][CH:6]=2)[CH2:1]1, predict the reactants needed to synthesize it. The reactants are: [CH2:1]1[C:10]2[C:5](=[CH:6][CH:7]=[CH:8][CH:9]=2)[CH2:4][CH2:3][CH:2]1[C:11](O)=[O:12].[H-].[H-].[H-].[H-].[Li+].[Al+3].